This data is from Full USPTO retrosynthesis dataset with 1.9M reactions from patents (1976-2016). The task is: Predict the reactants needed to synthesize the given product. Given the product [CH2:21]([O:20][C:18]([N:1]1[C:9]2[C:4](=[CH:5][CH:6]=[CH:7][CH:8]=2)[CH2:3][CH2:2]1)=[O:19])[CH3:22], predict the reactants needed to synthesize it. The reactants are: [NH:1]1[C:9]2[C:4](=[CH:5][CH:6]=[CH:7][CH:8]=2)[CH2:3][CH2:2]1.C(N(CC)CC)C.Cl[C:18]([O:20][CH2:21][CH3:22])=[O:19].